Predict the product of the given reaction. From a dataset of Forward reaction prediction with 1.9M reactions from USPTO patents (1976-2016). (1) Given the reactants Cl[C:2]1[N:7]=[C:6]([NH:8][CH2:9][CH:10]2[CH2:15][CH2:14][O:13][CH2:12][CH2:11]2)[CH:5]=[N:4][CH:3]=1.[Cl:16][C:17]1[C:18](B(O)O)=[CH:19][C:20]([F:23])=[N:21][CH:22]=1, predict the reaction product. The product is: [Cl:16][C:17]1[C:18]([C:2]2[N:7]=[C:6]([NH:8][CH2:9][CH:10]3[CH2:15][CH2:14][O:13][CH2:12][CH2:11]3)[CH:5]=[N:4][CH:3]=2)=[CH:19][C:20]([F:23])=[N:21][CH:22]=1. (2) The product is: [Cl:16][C:13]1[CH:14]=[CH:15][C:6]([O:5][CH2:4][C:3]([OH:35])=[O:2])=[C:7]2[C:12]=1[N:11]=[C:10]([CH2:17][CH3:18])[C:9]([CH2:19][C:20]1[CH:21]=[CH:22][C:23]([C:26](=[O:30])[CH:27]([CH3:29])[CH3:28])=[CH:24][CH:25]=1)=[C:8]2[O:31][CH:32]([F:34])[F:33]. Given the reactants C[O:2][C:3](=[O:35])[CH2:4][O:5][C:6]1[CH:15]=[CH:14][C:13]([Cl:16])=[C:12]2[C:7]=1[C:8]([O:31][CH:32]([F:34])[F:33])=[C:9]([CH2:19][C:20]1[CH:25]=[CH:24][C:23]([C:26](=[O:30])[CH:27]([CH3:29])[CH3:28])=[CH:22][CH:21]=1)[C:10]([CH2:17][CH3:18])=[N:11]2.[OH-].[Li+], predict the reaction product. (3) Given the reactants [OH:1][C:2]1[CH:11]=[CH:10][C:9]2[C:4](=[CH:5][CH:6]=[CH:7][CH:8]=2)[C:3]=1C(O)=O.OC1C(C(O)=O)=CC2C(=CC=C(C(O)=O)C=2)C=1.S(Cl)(Cl)=O.O, predict the reaction product. The product is: [CH:3]1[C:4]2[C:9](=[CH:8][CH:7]=[CH:6][CH:5]=2)[CH:10]=[CH:11][C:2]=1[OH:1]. (4) The product is: [F:1][C:2]1[CH:3]=[CH:4][C:5]([O:33][CH3:34])=[C:6]([C:8]([CH3:31])([CH3:32])[CH2:9][C:10]([OH:30])([C:26]([F:28])([F:27])[F:29])[CH2:11][NH:12][C:13]2[CH:14]=[CH:15][CH:16]=[C:17]3[C:22]=2[N:21]=[C:20]([C:23]([NH2:25])=[O:24])[CH:19]=[CH:18]3)[CH:7]=1. Given the reactants [F:1][C:2]1[CH:3]=[CH:4][C:5]([O:33][CH3:34])=[C:6]([C:8]([CH3:32])([CH3:31])[CH2:9][C:10]([OH:30])([C:26]([F:29])([F:28])[F:27])[CH:11]=[N:12][C:13]2[CH:14]=[CH:15][CH:16]=[C:17]3[C:22]=2[N:21]=[C:20]([C:23]([NH2:25])=[O:24])[CH:19]=[CH:18]3)[CH:7]=1.[BH4-].[Na+], predict the reaction product. (5) Given the reactants [CH:1]([C:4]1[CH:11]=[CH:10][C:7]([CH:8]=O)=[CH:6][CH:5]=1)([CH3:3])[CH3:2].[NH2:12][C:13]1[CH:18]=[CH:17][C:16]([Cl:19])=[CH:15][N:14]=1.C([O:22][C:23](=O)[C:24]([OH:35])=[CH:25][C:26](=[O:34])[C:27]1[CH:32]=[CH:31][C:30]([CH3:33])=[CH:29][CH:28]=1)C, predict the reaction product. The product is: [Cl:19][C:16]1[CH:17]=[CH:18][C:13]([N:12]2[CH:8]([C:7]3[CH:10]=[CH:11][C:4]([CH:1]([CH3:3])[CH3:2])=[CH:5][CH:6]=3)[C:25]([C:26](=[O:34])[C:27]3[CH:32]=[CH:31][C:30]([CH3:33])=[CH:29][CH:28]=3)=[C:24]([OH:35])[C:23]2=[O:22])=[N:14][CH:15]=1. (6) Given the reactants C(=O)([O-])[O-].FC(F)(F)C(O)=O.[CH:12]([C:15]1[N:19]=[C:18]([N:20]2[CH2:25][CH2:24][CH:23]([NH:26][NH2:27])[CH2:22][CH2:21]2)[O:17][N:16]=1)([CH3:14])[CH3:13].[Cl:28][C:29]1[C:34]([CH:35]=O)=[C:33](Cl)[N:32]=[CH:31][N:30]=1, predict the reaction product. The product is: [Cl:28][C:29]1[N:30]=[CH:31][N:32]=[C:33]2[N:26]([CH:23]3[CH2:24][CH2:25][N:20]([C:18]4[O:17][N:16]=[C:15]([CH:12]([CH3:14])[CH3:13])[N:19]=4)[CH2:21][CH2:22]3)[N:27]=[CH:35][C:34]=12. (7) Given the reactants [F:1][C:2]([F:38])([F:37])[C:3]1[CH:4]=[C:5]([C@H:13]([O:15][C@@H:16]2[C@@H:21]([C:22]3[CH:27]=[CH:26][C:25]([F:28])=[CH:24][CH:23]=3)[C@H:20]([CH2:29][N:30]3[CH2:35][CH2:34][NH:33][CH2:32][C:31]3=[O:36])[CH2:19][CH2:18][O:17]2)[CH3:14])[CH:6]=[C:7]([C:9]([F:12])([F:11])[F:10])[CH:8]=1.[O:39]1[CH2:44][CH2:43][C:42](=O)[CH2:41][CH2:40]1, predict the reaction product. The product is: [F:12][C:9]([F:10])([F:11])[C:7]1[CH:6]=[C:5]([C@H:13]([O:15][C@@H:16]2[C@@H:21]([C:22]3[CH:23]=[CH:24][C:25]([F:28])=[CH:26][CH:27]=3)[C@H:20]([CH2:29][N:30]3[CH2:35][CH2:34][N:33]([CH:42]4[CH2:43][CH2:44][O:39][CH2:40][CH2:41]4)[CH2:32][C:31]3=[O:36])[CH2:19][CH2:18][O:17]2)[CH3:14])[CH:4]=[C:3]([C:2]([F:1])([F:37])[F:38])[CH:8]=1.